This data is from Full USPTO retrosynthesis dataset with 1.9M reactions from patents (1976-2016). The task is: Predict the reactants needed to synthesize the given product. (1) Given the product [Cl:1][C:2]1[N:3]=[CH:4][C:5]2[CH:14]=[C:15]([CH:16]([O:20][CH2:21][CH3:22])[O:17][CH2:18][CH3:19])[N:8]([CH:9]3[CH2:13][CH2:12][CH2:11][CH2:10]3)[C:6]=2[N:7]=1, predict the reactants needed to synthesize it. The reactants are: [Cl:1][C:2]1[N:7]=[C:6]([NH:8][CH:9]2[CH2:13][CH2:12][CH2:11][CH2:10]2)[C:5]([C:14]#[C:15][CH:16]([O:20][CH2:21][CH3:22])[O:17][CH2:18][CH3:19])=[CH:4][N:3]=1. (2) Given the product [Cl:15][C:5]1[C:6]([C:8]2[CH:13]=[CH:12][CH:11]=[C:10]([F:14])[N:9]=2)=[N:7][C:2]([NH:22][C@H:19]2[CH2:20][CH2:21][C@H:16]([NH2:23])[CH2:17][CH2:18]2)=[N:3][CH:4]=1, predict the reactants needed to synthesize it. The reactants are: Cl[C:2]1[N:7]=[C:6]([C:8]2[CH:13]=[CH:12][CH:11]=[C:10]([F:14])[N:9]=2)[C:5]([Cl:15])=[CH:4][N:3]=1.[C@H:16]1([NH2:23])[CH2:21][CH2:20][C@H:19]([NH2:22])[CH2:18][CH2:17]1. (3) Given the product [NH2:30][C@H:27]1[CH2:28][CH2:29][N:25]([C:2]2[CH:11]=[CH:10][C:9]3[C:8]([C:12]([NH:14][CH2:15][CH2:16][C:17]4[CH:22]=[CH:21][CH:20]=[CH:19][C:18]=4[Cl:23])=[O:13])=[C:7]([Cl:24])[CH:6]=[CH:5][C:4]=3[N:3]=2)[CH2:26]1, predict the reactants needed to synthesize it. The reactants are: Cl[C:2]1[CH:11]=[CH:10][C:9]2[C:8]([C:12]([NH:14][CH2:15][CH2:16][C:17]3[CH:22]=[CH:21][CH:20]=[CH:19][C:18]=3[Cl:23])=[O:13])=[C:7]([Cl:24])[CH:6]=[CH:5][C:4]=2[N:3]=1.[NH:25]1[CH2:29][CH2:28][C@H:27]([NH2:30])[CH2:26]1. (4) Given the product [Br:22][C:2]1[O:1][CH:5]=[CH:4][C:3]=1[C:6]1[CH:7]=[C:8]2[CH2:14][C@:13]3([CH:19]4[CH2:20][CH2:21][N:16]([CH2:17][CH2:18]4)[CH2:15]3)[O:12][C:9]2=[N:10][CH:11]=1, predict the reactants needed to synthesize it. The reactants are: [O:1]1[CH:5]=[CH:4][C:3]([C:6]2[CH:7]=[C:8]3[CH2:14][C@:13]4([CH:19]5[CH2:20][CH2:21][N:16]([CH2:17][CH2:18]5)[CH2:15]4)[O:12][C:9]3=[N:10][CH:11]=2)=[CH:2]1.[Br:22]Br. (5) Given the product [F:20][C:17]([F:18])([F:19])[C:12]([C:3]1[CH:4]=[CH:5][C:6]2[C:11](=[CH:10][CH:9]=[CH:8][CH:7]=2)[C:2]=1[NH:1][C:22](=[O:27])[CH2:23][CH2:24][CH2:25][CH3:26])([OH:21])[C:13]([F:14])([F:15])[F:16], predict the reactants needed to synthesize it. The reactants are: [NH2:1][C:2]1[C:11]2[C:6](=[CH:7][CH:8]=[CH:9][CH:10]=2)[CH:5]=[CH:4][C:3]=1[C:12]([OH:21])([C:17]([F:20])([F:19])[F:18])[C:13]([F:16])([F:15])[F:14].[C:22](Cl)(=[O:27])[CH2:23][CH2:24][CH2:25][CH3:26]. (6) Given the product [NH2:7][CH:8]1[CH:9]2[CH:13]1[CH2:12][N:11]([C:14]1[N:38]=[CH:37][C:17]3[N:18]=[CH:19][N:20]=[C:21]([NH:22][C:23]4[CH:28]=[CH:27][C:26]([O:29][C:30]5[CH:31]=[N:32][CH:33]=[CH:34][CH:35]=5)=[C:25]([CH3:36])[CH:24]=4)[C:16]=3[CH:15]=1)[CH2:10]2, predict the reactants needed to synthesize it. The reactants are: C(OC(=O)[NH:7][CH:8]1[CH:13]2[CH:9]1[CH2:10][N:11]([C:14]1[N:38]=[CH:37][C:17]3[N:18]=[CH:19][N:20]=[C:21]([NH:22][C:23]4[CH:28]=[CH:27][C:26]([O:29][C:30]5[CH:31]=[N:32][CH:33]=[CH:34][CH:35]=5)=[C:25]([CH3:36])[CH:24]=4)[C:16]=3[CH:15]=1)[CH2:12]2)(C)(C)C.FC(F)(F)C(O)=O.